From a dataset of Catalyst prediction with 721,799 reactions and 888 catalyst types from USPTO. Predict which catalyst facilitates the given reaction. (1) Reactant: Cl.[F:2][C:3]([CH3:7])([CH3:6])[CH2:4][NH2:5].C(N(CC)CC)C.[N:15]([C@H:18]([C@H:28]1[CH2:30][O:29]1)[CH2:19][C:20]1[CH:25]=[CH:24][C:23]([O:26][CH3:27])=[CH:22][CH:21]=1)=[N+:16]=[N-:17]. Product: [N:15]([C@@H:18]([CH2:19][C:20]1[CH:21]=[CH:22][C:23]([O:26][CH3:27])=[CH:24][CH:25]=1)[C@H:28]([OH:29])[CH2:30][NH:5][CH2:4][C:3]([F:2])([CH3:7])[CH3:6])=[N+:16]=[N-:17]. The catalyst class is: 41. (2) Reactant: [NH2:1][C:2]1[C:7]([F:8])=[CH:6][N:5]=[C:4]([OH:9])[N:3]=1.CC#N.[C:13](=[S:22])(Cl)[O:14][C:15]1[CH:20]=[CH:19][CH:18]=[CH:17][CH:16]=1. Product: [NH2:1][C:2]1[C:7]([F:8])=[CH:6][N:5]([C:13](=[S:22])[O:14][C:15]2[CH:20]=[CH:19][CH:18]=[CH:17][CH:16]=2)[C:4](=[O:9])[N:3]=1. The catalyst class is: 2. (3) Reactant: [NH2:1][C:2]1[CH:3]=[N:4][CH:5]=[CH:6][C:7]=1[N:8]1[CH2:13][C@H:12]([CH3:14])[CH2:11][C@H:10]([NH:15][C:16](=[O:22])[O:17][C:18]([CH3:21])([CH3:20])[CH3:19])[CH2:9]1.[C:23]([O:27][C:28]([NH:30][C:31]1[O:39][C:38]2[C:33](=[N:34][CH:35]=[C:36]([CH3:40])[CH:37]=2)[C:32]=1[C:41](O)=[O:42])=[O:29])([CH3:26])([CH3:25])[CH3:24].CCN(C(C)C)C(C)C.CN(C(ON1N=NC2C=CC=NC1=2)=[N+](C)C)C.F[P-](F)(F)(F)(F)F. Product: [C:23]([O:27][C:28]([NH:30][C:31]1[O:39][C:38]2[C:33](=[N:34][CH:35]=[C:36]([CH3:40])[CH:37]=2)[C:32]=1[C:41]([NH:1][C:2]1[CH:3]=[N:4][CH:5]=[CH:6][C:7]=1[N:8]1[CH2:13][C@H:12]([CH3:14])[CH2:11][C@H:10]([NH:15][C:16](=[O:22])[O:17][C:18]([CH3:21])([CH3:20])[CH3:19])[CH2:9]1)=[O:42])=[O:29])([CH3:26])([CH3:24])[CH3:25]. The catalyst class is: 26. (4) Reactant: [Br:1][C:2]1[CH:7]=[C:6]2[NH:8][CH2:9][C:10]3([CH2:15][N:14]([CH3:16])[CH2:13][CH2:12][O:11]3)[C:5]2=[CH:4][CH:3]=1.Cl[C:18]1[C:23]([Cl:24])=[CH:22][N:21]=[C:20]([NH2:25])[N:19]=1.[OH-].[Na+]. Product: [Br:1][C:2]1[CH:7]=[C:6]2[N:8]([C:18]3[C:23]([Cl:24])=[CH:22][N:21]=[C:20]([NH2:25])[N:19]=3)[CH2:9][C:10]3([CH2:15][N:14]([CH3:16])[CH2:13][CH2:12][O:11]3)[C:5]2=[CH:4][CH:3]=1. The catalyst class is: 33.